This data is from Reaction yield outcomes from USPTO patents with 853,638 reactions. The task is: Predict the reaction yield, written as a fraction of the theoretical maximum amount of product (1.0 means a 100% yield; for example, 0.34 means a 34% yield). (1) The reactants are [Cl:1][C:2]1[CH:7]=[C:6]([O:8][C:9]2[C:18]3[C:13](=[CH:14][C:15]([O:21][CH3:22])=[C:16]([O:19][CH3:20])[CH:17]=3)[N:12]=[CH:11][N:10]=2)[CH:5]=[CH:4][C:3]=1[NH:23][C:24]([NH:26][CH2:27][CH2:28][CH3:29])=[O:25].[H-].[Na+].[C:32](Cl)(=[O:34])[CH3:33]. The catalyst is O1CCCC1. The product is [C:32]([N:23]([C:3]1[CH:4]=[CH:5][C:6]([O:8][C:9]2[C:18]3[C:13](=[CH:14][C:15]([O:21][CH3:22])=[C:16]([O:19][CH3:20])[CH:17]=3)[N:12]=[CH:11][N:10]=2)=[CH:7][C:2]=1[Cl:1])[C:24]([NH:26][CH2:27][CH2:28][CH3:29])=[O:25])(=[O:34])[CH3:33]. The yield is 0.260. (2) The reactants are CCN(/C=C(/C(OCC)=O)\[C:8](C)=[O:9])CC.OCCNN.[C:21]([N:25]1[C:29]([CH3:30])=[C:28]([C:31]([O:33][CH2:34][CH3:35])=[O:32])[CH:27]=[N:26]1)(C)(C)[CH3:22].[H-].[Na+].[OH:38][CH2:39][CH2:40][N:41]1[C:45]([CH3:46])=[C:44]([C:47]([O:49][CH2:50][CH3:51])=[O:48])[CH:43]=[N:42]1.CI. The catalyst is C1COCC1. The product is [OH:38][CH2:39][CH2:40][N:41]1[C:45]([CH3:46])=[C:44]([C:47]([O:49][CH2:50][CH3:51])=[O:48])[CH:43]=[N:42]1.[CH3:8][O:9][CH2:22][CH2:21][N:25]1[C:29]([CH3:30])=[C:28]([C:31]([O:33][CH2:34][CH3:35])=[O:32])[CH:27]=[N:26]1. The yield is 0.670.